The task is: Regression. Given two drug SMILES strings and cell line genomic features, predict the synergy score measuring deviation from expected non-interaction effect.. This data is from NCI-60 drug combinations with 297,098 pairs across 59 cell lines. Drug 1: CNC(=O)C1=CC=CC=C1SC2=CC3=C(C=C2)C(=NN3)C=CC4=CC=CC=N4. Drug 2: CC1CCC2CC(C(=CC=CC=CC(CC(C(=O)C(C(C(=CC(C(=O)CC(OC(=O)C3CCCCN3C(=O)C(=O)C1(O2)O)C(C)CC4CCC(C(C4)OC)OCCO)C)C)O)OC)C)C)C)OC. Cell line: CCRF-CEM. Synergy scores: CSS=27.5, Synergy_ZIP=-0.598, Synergy_Bliss=-1.62, Synergy_Loewe=-16.6, Synergy_HSA=0.456.